From a dataset of NCI-60 drug combinations with 297,098 pairs across 59 cell lines. Regression. Given two drug SMILES strings and cell line genomic features, predict the synergy score measuring deviation from expected non-interaction effect. (1) Drug 1: CCCCCOC(=O)NC1=NC(=O)N(C=C1F)C2C(C(C(O2)C)O)O. Drug 2: CCN(CC)CCCC(C)NC1=C2C=C(C=CC2=NC3=C1C=CC(=C3)Cl)OC. Cell line: EKVX. Synergy scores: CSS=13.4, Synergy_ZIP=1.25, Synergy_Bliss=3.02, Synergy_Loewe=-33.6, Synergy_HSA=-6.15. (2) Drug 1: C(=O)(N)NO. Drug 2: CCC1(CC2CC(C3=C(CCN(C2)C1)C4=CC=CC=C4N3)(C5=C(C=C6C(=C5)C78CCN9C7C(C=CC9)(C(C(C8N6C)(C(=O)OC)O)OC(=O)C)CC)OC)C(=O)OC)O.OS(=O)(=O)O. Cell line: OVCAR-4. Synergy scores: CSS=1.95, Synergy_ZIP=-0.670, Synergy_Bliss=0.525, Synergy_Loewe=-0.219, Synergy_HSA=-0.272. (3) Drug 1: C1CCC(C1)C(CC#N)N2C=C(C=N2)C3=C4C=CNC4=NC=N3. Drug 2: CC1=CC=C(C=C1)C2=CC(=NN2C3=CC=C(C=C3)S(=O)(=O)N)C(F)(F)F. Cell line: NCI-H460. Synergy scores: CSS=-8.05, Synergy_ZIP=0.258, Synergy_Bliss=-6.57, Synergy_Loewe=-8.69, Synergy_HSA=-8.52. (4) Drug 1: CCC(=C(C1=CC=CC=C1)C2=CC=C(C=C2)OCCN(C)C)C3=CC=CC=C3.C(C(=O)O)C(CC(=O)O)(C(=O)O)O. Drug 2: CCN(CC)CCNC(=O)C1=C(NC(=C1C)C=C2C3=C(C=CC(=C3)F)NC2=O)C. Cell line: RXF 393. Synergy scores: CSS=-2.24, Synergy_ZIP=6.24, Synergy_Bliss=3.00, Synergy_Loewe=-4.81, Synergy_HSA=-8.36. (5) Drug 1: CC12CCC(CC1=CCC3C2CCC4(C3CC=C4C5=CN=CC=C5)C)O. Drug 2: CC(C1=C(C=CC(=C1Cl)F)Cl)OC2=C(N=CC(=C2)C3=CN(N=C3)C4CCNCC4)N. Cell line: SK-MEL-28. Synergy scores: CSS=4.19, Synergy_ZIP=2.00, Synergy_Bliss=1.58, Synergy_Loewe=-4.09, Synergy_HSA=-3.42. (6) Drug 1: CC1=C2C(C(=O)C3(C(CC4C(C3C(C(C2(C)C)(CC1OC(=O)C(C(C5=CC=CC=C5)NC(=O)OC(C)(C)C)O)O)OC(=O)C6=CC=CC=C6)(CO4)OC(=O)C)OC)C)OC. Drug 2: CC1=C(C=C(C=C1)C(=O)NC2=CC(=CC(=C2)C(F)(F)F)N3C=C(N=C3)C)NC4=NC=CC(=N4)C5=CN=CC=C5. Cell line: IGROV1. Synergy scores: CSS=41.5, Synergy_ZIP=5.44, Synergy_Bliss=8.53, Synergy_Loewe=-15.3, Synergy_HSA=7.98. (7) Drug 1: C1=CC(=CC=C1CCC2=CNC3=C2C(=O)NC(=N3)N)C(=O)NC(CCC(=O)O)C(=O)O. Drug 2: CC1=C(C=C(C=C1)NC(=O)C2=CC=C(C=C2)CN3CCN(CC3)C)NC4=NC=CC(=N4)C5=CN=CC=C5. Cell line: HL-60(TB). Synergy scores: CSS=34.6, Synergy_ZIP=-1.35, Synergy_Bliss=-8.50, Synergy_Loewe=-39.5, Synergy_HSA=-12.0. (8) Drug 1: CC1=C2C(C(=O)C3(C(CC4C(C3C(C(C2(C)C)(CC1OC(=O)C(C(C5=CC=CC=C5)NC(=O)OC(C)(C)C)O)O)OC(=O)C6=CC=CC=C6)(CO4)OC(=O)C)OC)C)OC. Drug 2: C1=CC(=C2C(=C1NCCNCCO)C(=O)C3=C(C=CC(=C3C2=O)O)O)NCCNCCO. Cell line: HL-60(TB). Synergy scores: CSS=95.7, Synergy_ZIP=7.20, Synergy_Bliss=6.17, Synergy_Loewe=4.63, Synergy_HSA=8.45. (9) Drug 1: CN(C)N=NC1=C(NC=N1)C(=O)N. Drug 2: C1CC(=O)NC(=O)C1N2C(=O)C3=CC=CC=C3C2=O. Cell line: NCI-H460. Synergy scores: CSS=17.5, Synergy_ZIP=-4.67, Synergy_Bliss=2.21, Synergy_Loewe=-3.22, Synergy_HSA=1.02. (10) Drug 1: COC1=NC(=NC2=C1N=CN2C3C(C(C(O3)CO)O)O)N. Drug 2: C1=CN(C=N1)CC(O)(P(=O)(O)O)P(=O)(O)O. Cell line: NCI-H460. Synergy scores: CSS=-2.80, Synergy_ZIP=2.33, Synergy_Bliss=2.04, Synergy_Loewe=-2.00, Synergy_HSA=-1.51.